From a dataset of Full USPTO retrosynthesis dataset with 1.9M reactions from patents (1976-2016). Predict the reactants needed to synthesize the given product. (1) Given the product [CH:16]1([NH:19][CH:12]2[CH2:13][CH2:14][N:9]([C:7]3[O:6][N:5]=[C:4]([CH:1]([CH3:3])[CH3:2])[N:8]=3)[CH2:10][CH2:11]2)[CH2:18][CH2:17]1, predict the reactants needed to synthesize it. The reactants are: [CH:1]([C:4]1[N:8]=[C:7]([N:9]2[CH2:14][CH2:13][C:12](=O)[CH2:11][CH2:10]2)[O:6][N:5]=1)([CH3:3])[CH3:2].[CH:16]1([NH2:19])[CH2:18][CH2:17]1. (2) Given the product [Cl:1][C:2]1[C:7]([CH:8]([O:13][C:26]([CH3:29])([CH3:28])[CH3:27])[C:9]([O:11][CH3:12])=[O:10])=[C:6]([CH3:14])[N:5]=[C:4]2[S:15][C:16]3[CH2:21][CH2:20][CH2:19][CH2:18][C:17]=3[C:3]=12, predict the reactants needed to synthesize it. The reactants are: [Cl:1][C:2]1[C:7]([CH:8]([OH:13])[C:9]([O:11][CH3:12])=[O:10])=[C:6]([CH3:14])[N:5]=[C:4]2[S:15][C:16]3[CH2:21][CH2:20][CH2:19][CH2:18][C:17]=3[C:3]=12.C(O[C:26]([CH3:29])([CH3:28])[CH3:27])(=O)C.Cl(O)(=O)(=O)=O.